From a dataset of Forward reaction prediction with 1.9M reactions from USPTO patents (1976-2016). Predict the product of the given reaction. (1) Given the reactants C(OC(=O)[NH:7][CH2:8][C:9]1[CH:14]=[CH:13][C:12]([N:15]2[C:23]3[C:18](=[CH:19][CH:20]=[CH:21][CH:22]=3)[C:17]([Cl:24])=[C:16]2[C:25]2[O:26][C:27]([CH3:30])=[CH:28][N:29]=2)=[CH:11][CH:10]=1)(C)(C)C.Cl, predict the reaction product. The product is: [Cl:24][C:17]1[C:18]2[C:23](=[CH:22][CH:21]=[CH:20][CH:19]=2)[N:15]([C:12]2[CH:11]=[CH:10][C:9]([CH2:8][NH2:7])=[CH:14][CH:13]=2)[C:16]=1[C:25]1[O:26][C:27]([CH3:30])=[CH:28][N:29]=1. (2) Given the reactants [Br:1][C:2]1[C:3]([Cl:12])=[N:4][CH:5]=[C:6]([N+:9]([O-:11])=[O:10])[C:7]=1Cl.[CH3:13][CH2:14][N:15](CC)CC.C(N)C.O, predict the reaction product. The product is: [Br:1][C:2]1[C:3]([Cl:12])=[N:4][CH:5]=[C:6]([N+:9]([O-:11])=[O:10])[C:7]=1[NH:15][CH2:14][CH3:13].